From a dataset of Reaction yield outcomes from USPTO patents with 853,638 reactions. Predict the reaction yield, written as a fraction of the theoretical maximum amount of product (1.0 means a 100% yield; for example, 0.34 means a 34% yield). (1) The reactants are [F:1][C:2]1[CH:7]=[C:6]([S:8]([CH3:11])(=[O:10])=[O:9])[CH:5]=[CH:4][C:3]=1[NH:12][C@H:13]1[CH2:17][CH2:16][N:15]([CH:18]2[CH2:23][CH2:22][N:21]([C:24](=[NH:27])[NH:25][OH:26])[CH2:20][CH2:19]2)[C:14]1=[O:28].[F:29][CH:30]([F:39])[C:31](O[C:31](=O)[CH:30]([F:39])[F:29])=O. The catalyst is O1CCOCC1. The product is [F:29][CH:30]([F:39])[C:31]1[O:26][N:25]=[C:24]([N:21]2[CH2:22][CH2:23][CH:18]([N:15]3[CH2:16][CH2:17][C@H:13]([NH:12][C:3]4[CH:4]=[CH:5][C:6]([S:8]([CH3:11])(=[O:10])=[O:9])=[CH:7][C:2]=4[F:1])[C:14]3=[O:28])[CH2:19][CH2:20]2)[N:27]=1. The yield is 0.280. (2) The reactants are [CH3:1][C@@H:2]1[N:8]([C:9]([O:11][CH:12]2[CH2:16][CH2:15][CH2:14][CH2:13]2)=[O:10])[CH2:7][C:6]2[CH:17]=[CH:18][C:19]([C:21]([O:23]C)=O)=[CH:20][C:5]=2[O:4][CH2:3]1.[OH-:25].[Na+].[NH2:27]O. No catalyst specified. The product is [OH:25][NH:27][C:21]([C:19]1[CH:18]=[CH:17][C:6]2[CH2:7][N:8]([C:9]([O:11][CH:12]3[CH2:16][CH2:15][CH2:14][CH2:13]3)=[O:10])[C@@H:2]([CH3:1])[CH2:3][O:4][C:5]=2[CH:20]=1)=[O:23]. The yield is 0.290. (3) The reactants are [CH3:1][N:2]1[C:6]([CH3:7])=[C:5](C(O)=O)[C:4]([C:11]2[CH:16]=[CH:15][CH:14]=[CH:13][CH:12]=2)=[C:3]1C(O)=O.NCCO. The catalyst is O. The product is [CH3:1][N:2]1[CH:3]=[C:4]([C:11]2[CH:12]=[CH:13][CH:14]=[CH:15][CH:16]=2)[CH:5]=[C:6]1[CH3:7]. The yield is 0.780. (4) The reactants are [Si:1]([O:8][C@@H:9]1[C:17]2[C:12](=[C:13]([C:18]3[S:22][C:21]([C:23]4[CH:24]=[CH:25][C:26](F)=[C:27]([CH:30]=4)[C:28]#[N:29])=[N:20][N:19]=3)[CH:14]=[CH:15][CH:16]=2)[CH2:11][CH2:10]1)([C:4]([CH3:7])([CH3:6])[CH3:5])([CH3:3])[CH3:2].[CH3:32][CH:33]([CH3:35])[O-:34].[Na+]. The catalyst is CC(O)C. The product is [Si:1]([O:8][C@@H:9]1[C:17]2[C:12](=[C:13]([C:18]3[S:22][C:21]([C:23]4[CH:24]=[CH:25][C:26]([O:34][CH:33]([CH3:35])[CH3:32])=[C:27]([CH:30]=4)[C:28]#[N:29])=[N:20][N:19]=3)[CH:14]=[CH:15][CH:16]=2)[CH2:11][CH2:10]1)([C:4]([CH3:7])([CH3:6])[CH3:5])([CH3:3])[CH3:2]. The yield is 0.680. (5) The reactants are [OH:1][CH:2]1[C:11]2[N:10]=[CH:9][C:8]([C:12]#[N:13])=[CH:7][C:6]=2[CH2:5][CH2:4][CH2:3]1.C(N(CC)CC)C. No catalyst specified. The product is [O:1]=[C:2]1[C:11]2[N:10]=[CH:9][C:8]([C:12]#[N:13])=[CH:7][C:6]=2[CH2:5][CH2:4][CH2:3]1. The yield is 0.520. (6) The reactants are [NH2:1][C:2]1[C:10]([Cl:11])=[C:9]([CH:12]=[O:13])[C:8]([C:14]([F:17])([F:16])[F:15])=[CH:7][C:3]=1[C:4]([OH:6])=O.C1C=CC2N(O)N=NC=2C=1.Cl.[Cl:29][C:30]1[CH:31]=[CH:32][C:33]([S:38]([CH2:41][CH3:42])(=[O:40])=[O:39])=[C:34]([CH2:36][NH2:37])[CH:35]=1.CCN(C(C)C)C(C)C.Cl.[OH-].[Na+]. The catalyst is C(Cl)Cl. The product is [NH2:1][C:2]1[C:10]([Cl:11])=[C:9]([CH:12]=[O:13])[C:8]([C:14]([F:17])([F:16])[F:15])=[CH:7][C:3]=1[C:4]([NH:37][CH2:36][C:34]1[CH:35]=[C:30]([Cl:29])[CH:31]=[CH:32][C:33]=1[S:38]([CH2:41][CH3:42])(=[O:40])=[O:39])=[O:6]. The yield is 0.850. (7) The reactants are [Cl:1][C:2]1[CH:3]=[CH:4][C:5]([N:10]2[CH2:14][CH2:13][CH2:12][CH2:11]2)=[C:6]([CH:9]=1)[CH:7]=O.[N:15]1([C:21]([O:23][C:24]([CH3:27])([CH3:26])[CH3:25])=[O:22])[CH2:20][CH2:19][NH:18][CH2:17][CH2:16]1.C(O[BH-](OC(=O)C)OC(=O)C)(=O)C.[Na+]. The catalyst is ClCCCl. The product is [Cl:1][C:2]1[CH:3]=[CH:4][C:5]([N:10]2[CH2:14][CH2:13][CH2:12][CH2:11]2)=[C:6]([CH2:7][N:18]2[CH2:17][CH2:16][N:15]([C:21]([O:23][C:24]([CH3:27])([CH3:26])[CH3:25])=[O:22])[CH2:20][CH2:19]2)[CH:9]=1. The yield is 0.770. (8) The reactants are [N+:1]([C:4]1[CH:9]=[CH:8][C:7]([OH:10])=[CH:6][CH:5]=1)([O-:3])=[O:2].Br[CH2:12][C:13]([O:15][CH2:16][CH3:17])=[O:14].C(=O)([O-])[O-].[K+].[K+]. The catalyst is CN(C)C=O. The product is [CH2:16]([O:15][C:13](=[O:14])[CH2:12][O:10][C:7]1[CH:8]=[CH:9][C:4]([N+:1]([O-:3])=[O:2])=[CH:5][CH:6]=1)[CH3:17]. The yield is 0.990. (9) The product is [CH2:44]([N:51]1[CH2:56][CH2:55][CH:54]([NH:57][C:36]([NH:20][C:19]2[CH:21]=[CH:22][C:16]([O:15][C:6]3[C:5]4[C:10](=[CH:11][C:12]([O:13][CH3:14])=[C:3]([O:2][CH3:1])[CH:4]=4)[N:9]=[CH:8][N:7]=3)=[CH:17][C:18]=2[O:23][CH3:24])=[O:42])[CH2:53][CH2:52]1)[C:45]1[CH:46]=[CH:47][CH:48]=[CH:49][CH:50]=1. The reactants are [CH3:1][O:2][C:3]1[CH:4]=[C:5]2[C:10](=[CH:11][C:12]=1[O:13][CH3:14])[N:9]=[CH:8][N:7]=[C:6]2[O:15][C:16]1[CH:22]=[CH:21][C:19]([NH2:20])=[C:18]([O:23][CH3:24])[CH:17]=1.C(N(CC)CC)C.ClC(Cl)(O[C:36](=[O:42])OC(Cl)(Cl)Cl)Cl.[CH2:44]([N:51]1[CH2:56][CH2:55][CH:54]([NH2:57])[CH2:53][CH2:52]1)[C:45]1[CH:50]=[CH:49][CH:48]=[CH:47][CH:46]=1. The yield is 0.710. The catalyst is C(Cl)(Cl)Cl.O.